Predict which catalyst facilitates the given reaction. From a dataset of Catalyst prediction with 721,799 reactions and 888 catalyst types from USPTO. Reactant: [C:1]([NH:4][C@@H:5]1[CH2:8][C@H:7]([C:9]([O:11]CC2C=CC=CC=2)=[O:10])[C:6]1([CH3:20])[CH3:19])(=[O:3])[CH3:2]. Product: [C:1]([NH:4][C@@H:5]1[CH2:8][C@H:7]([C:9]([OH:11])=[O:10])[C:6]1([CH3:20])[CH3:19])(=[O:3])[CH3:2]. The catalyst class is: 99.